This data is from Catalyst prediction with 721,799 reactions and 888 catalyst types from USPTO. The task is: Predict which catalyst facilitates the given reaction. (1) Reactant: [S:1]1[C:5]2[CH:6]=[C:7]([O:10][C:11]3[CH:16]=[CH:15][C:14]([NH:17][C:18]4[C:19]5[N:26]([CH2:27][CH2:28][NH:29][C:30]([CH:32]6[CH2:36][CH2:35][CH2:34][N:33]6C(OC(C)(C)C)=O)=[O:31])[CH:25]=[CH:24][C:20]=5[N:21]=[CH:22][N:23]=4)=[CH:13][C:12]=3[Cl:44])[CH:8]=[CH:9][C:4]=2[CH:3]=[CH:2]1.[ClH:45]. The catalyst class is: 8. Product: [ClH:44].[ClH:45].[S:1]1[C:5]2[CH:6]=[C:7]([O:10][C:11]3[CH:16]=[CH:15][C:14]([NH:17][C:18]4[C:19]5[N:26]([CH2:27][CH2:28][NH:29][C:30](=[O:31])[C@@H:32]6[CH2:36][CH2:35][CH2:34][NH:33]6)[CH:25]=[CH:24][C:20]=5[N:21]=[CH:22][N:23]=4)=[CH:13][C:12]=3[Cl:44])[CH:8]=[CH:9][C:4]=2[CH:3]=[CH:2]1. (2) Reactant: [F:1][C:2]1[CH:27]=[C:26]([F:28])[CH:25]=[CH:24][C:3]=1[CH2:4][N:5]([CH2:16][C:17]1[CH:22]=[CH:21][C:20]([OH:23])=[CH:19][CH:18]=1)[C:6]1[CH:11]=[CH:10][CH:9]=[C:8]([N+:12]([O-:14])=[O:13])[C:7]=1[CH3:15].[H-].[Na+].[CH2:31](Br)[CH:32]=[CH:33][C:34]1[CH:39]=[CH:38][CH:37]=[CH:36][CH:35]=1. Product: [F:1][C:2]1[CH:27]=[C:26]([F:28])[CH:25]=[CH:24][C:3]=1[CH2:4][N:5]([CH2:16][C:17]1[CH:22]=[CH:21][C:20]([O:23][CH2:31][CH:32]=[CH:33][C:34]2[CH:39]=[CH:38][CH:37]=[CH:36][CH:35]=2)=[CH:19][CH:18]=1)[C:6]1[CH:11]=[CH:10][CH:9]=[C:8]([N+:12]([O-:14])=[O:13])[C:7]=1[CH3:15]. The catalyst class is: 369.